This data is from Forward reaction prediction with 1.9M reactions from USPTO patents (1976-2016). The task is: Predict the product of the given reaction. (1) The product is: [C:1]([O:5][C:6]([N:8]1[CH2:13][CH:12]=[C:11]([C:14]2[NH:23][C:17]3[N:18]=[CH:19][N:20]=[C:21]([NH:34][C:30]4[CH:29]=[C:28]5[C:33](=[CH:32][CH:31]=4)[N:25]([CH3:24])[N:26]=[CH:27]5)[C:16]=3[CH:15]=2)[CH2:10][CH2:9]1)=[O:7])([CH3:4])([CH3:3])[CH3:2]. Given the reactants [C:1]([O:5][C:6]([N:8]1[CH2:13][CH:12]=[C:11]([C:14]2[NH:23][C:17]3[N:18]=[CH:19][N:20]=[C:21](Cl)[C:16]=3[CH:15]=2)[CH2:10][CH2:9]1)=[O:7])([CH3:4])([CH3:3])[CH3:2].[CH3:24][N:25]1[C:33]2[C:28](=[CH:29][C:30]([NH2:34])=[CH:31][CH:32]=2)[CH:27]=[N:26]1, predict the reaction product. (2) Given the reactants C([O:8][C:9]1[CH:10]=[C:11]([CH:26]=[CH:27][CH:28]=1)[O:12][CH:13]1[CH2:18][CH2:17][N:16]([C:19]([O:21][C:22]([CH3:25])([CH3:24])[CH3:23])=[O:20])[CH2:15][CH2:14]1)C1C=CC=CC=1, predict the reaction product. The product is: [OH:8][C:9]1[CH:10]=[C:11]([CH:26]=[CH:27][CH:28]=1)[O:12][CH:13]1[CH2:18][CH2:17][N:16]([C:19]([O:21][C:22]([CH3:25])([CH3:23])[CH3:24])=[O:20])[CH2:15][CH2:14]1. (3) Given the reactants [Cl:1][C:2]1[CH:3]=[CH:4][C:5](F)=[C:6]([CH:9]=1)[C:7]#[N:8].[CH3:11][CH:12]1[CH2:17][CH:16]([CH3:18])[CH2:15][NH:14][CH2:13]1.C(=O)([O-])[O-].[Cs+].[Cs+].O, predict the reaction product. The product is: [Cl:1][C:2]1[CH:3]=[CH:4][C:5]([N:14]2[CH2:15][CH:16]([CH3:18])[CH2:17][CH:12]([CH3:11])[CH2:13]2)=[C:6]([CH:9]=1)[C:7]#[N:8]. (4) Given the reactants Cl.[NH2:2][CH2:3][C:4]1[CH:13]=[CH:12][C:7]([C:8]([O:10]C)=O)=[CH:6][CH:5]=1.[H-].[Al+3].[Li+].[H-].[H-].[H-].[OH-:20].[Na+].[CH2:22]1[CH2:26][O:25][CH2:24][CH2:23]1, predict the reaction product. The product is: [O:20]=[C:24]1[C:23]2[C:22](=[CH:3][CH:4]=[CH:5][CH:6]=2)[C:26](=[O:25])[N:2]1[CH2:3][C:4]1[CH:5]=[CH:6][C:7]([CH:8]=[O:10])=[CH:12][CH:13]=1. (5) The product is: [CH3:20][N:17]1[C:5]2[C:6]([O:8][C@@H:9]([C@H:11]3[CH2:15][NH:14][C:13](=[O:16])[CH2:12]3)[CH3:10])=[N:7][C:2]([C:30]3[S:31][C:27]4[CH:26]=[N:25][N:24]([CH3:23])[C:28]=4[CH:29]=3)=[CH:3][C:4]=2[N:19]=[CH:18]1. Given the reactants Cl[C:2]1[N:7]=[C:6]([O:8][C@@H:9]([C@H:11]2[CH2:15][NH:14][C:13](=[O:16])[CH2:12]2)[CH3:10])[C:5]2[N:17]([CH3:20])[CH:18]=[N:19][C:4]=2[CH:3]=1.[F-].[Cs+].[CH3:23][N:24]1[C:28]2[CH:29]=[C:30]([Sn](CCCC)(CCCC)CCCC)[S:31][C:27]=2[CH:26]=[N:25]1.[SnH4], predict the reaction product. (6) The product is: [C:2]([C:6]1[CH:7]=[CH:8][C:9]([C@@H:12]([NH:14][C:28]([C:24]2[CH:23]=[C:22]3[C:27](=[CH:26][CH:25]=2)[N:19]([CH2:18][C:17]2[CH:33]=[C:34]([CH:35]=[CH:36][C:16]=2[Cl:15])[O:37][C@@H:38]([CH3:43])[C:39]([O:41][CH3:42])=[O:40])[C:20]([CH3:32])=[C:21]3[CH3:31])=[O:29])[CH3:13])=[CH:10][CH:11]=1)([CH3:5])([CH3:3])[CH3:4]. Given the reactants Cl.[C:2]([C:6]1[CH:11]=[CH:10][C:9]([C@@H:12]([NH2:14])[CH3:13])=[CH:8][CH:7]=1)([CH3:5])([CH3:4])[CH3:3].[Cl:15][C:16]1[CH:36]=[CH:35][C:34]([O:37][C@@H:38]([CH3:43])[C:39]([O:41][CH3:42])=[O:40])=[CH:33][C:17]=1[CH2:18][N:19]1[C:27]2[C:22](=[CH:23][C:24]([C:28](O)=[O:29])=[CH:25][CH:26]=2)[C:21]([CH3:31])=[C:20]1[CH3:32], predict the reaction product. (7) Given the reactants C(N1C=C(B2O[C:13](C)(C)[C:12](C)([CH3:17])[O:11]2)C=N1)C(C)C.Br[C:20]1[S:24][C:23]([C:25]([NH:27][CH2:28][C:29]2[CH:34]=[CH:33][N:32]3[CH:35]=[CH:36][N:37]=[C:31]3[CH:30]=2)=[O:26])=[CH:22][CH:21]=1.Br[C:39]1[CH:45]=[CH:44][C:42](N)=[CH:41][CH:40]=1, predict the reaction product. The product is: [N:37]1[CH:36]=[CH:35][N:32]2[CH:33]=[CH:34][C:29]([CH2:28][NH:27][C:25]([C:23]3[S:24][C:20]([C:41]4[CH:42]=[CH:44][CH:45]=[C:39]([O:11][CH:12]([CH3:17])[CH3:13])[CH:40]=4)=[CH:21][CH:22]=3)=[O:26])=[CH:30][C:31]=12.